From a dataset of Forward reaction prediction with 1.9M reactions from USPTO patents (1976-2016). Predict the product of the given reaction. (1) Given the reactants CC1(C)[O:6][C:5](=[CH:7][C:8]([N:10]([CH2:13][C:14]2[CH:19]=[CH:18][C:17]([F:20])=[CH:16][CH:15]=2)[O:11][CH3:12])=[O:9])[C:4](=O)[O:3]1.[CH3:23][S:24]([NH2:27])(=[O:26])=[O:25], predict the reaction product. The product is: [F:20][C:17]1[CH:18]=[CH:19][C:14]([CH2:13][N:10]([O:11][CH3:12])[C:8](=[O:9])[CH:7]=[C:5]([OH:6])[C:4]([NH:27][S:24]([CH3:23])(=[O:26])=[O:25])=[O:3])=[CH:15][CH:16]=1. (2) Given the reactants C(OC([N:8]1[C@H:12]([C:13](=[O:44])[NH:14][C@:15]2([C:20]([NH:22][S:23]([C:26]3[CH:31]=[CH:30][CH:29]=[CH:28][C:27]=3[NH:32][CH2:33][CH2:34][CH2:35][CH2:36][CH2:37][CH2:38][CH2:39][CH2:40][C:41]([OH:43])=[O:42])(=[O:25])=[O:24])=[O:21])[CH2:17][C@H:16]2[CH:18]=[CH2:19])[CH2:11][C@@H:10]([O:45][C:46]([N:48]2[CH2:56][C:55]3[C:50](=[CH:51][CH:52]=[CH:53][C:54]=3[F:57])[CH2:49]2)=[O:47])[CH2:9]1)=O)(C)(C)C.C(O)(C(F)(F)F)=O, predict the reaction product. The product is: [C:41]([CH2:40][CH2:39][CH2:38][CH2:37][CH2:36][CH2:35][CH2:34][CH2:33][NH:32][C:27]1[CH:28]=[CH:29][CH:30]=[CH:31][C:26]=1[S:23]([NH:22][C:20]([C@@:15]1([NH:14][C:13]([C@H:12]2[NH:8][CH2:9][C@H:10]([O:45][C:46]([N:48]3[CH2:56][C:55]4[C:50](=[CH:51][CH:52]=[CH:53][C:54]=4[F:57])[CH2:49]3)=[O:47])[CH2:11]2)=[O:44])[CH2:17][C@H:16]1[CH:18]=[CH2:19])=[O:21])(=[O:25])=[O:24])([OH:43])=[O:42].